This data is from Forward reaction prediction with 1.9M reactions from USPTO patents (1976-2016). The task is: Predict the product of the given reaction. Given the reactants [CH2:1]([O:3][C:4]([C:6]1[N:7]([CH2:26][C:27]2[CH:32]=[CH:31][CH:30]=[C:29]([O:33][C:34]3[CH:39]=[CH:38][CH:37]=[CH:36][CH:35]=3)[CH:28]=2)[C:8]2[C:13]([C:14]=1I)=[CH:12][CH:11]=[C:10]([C:16]1[CH:21]=[CH:20][C:19]([C:22]([CH3:25])([CH3:24])[CH3:23])=[CH:18][CH:17]=1)[CH:9]=2)=[O:5])[CH3:2].[C:40]1(B(O)O)[CH:45]=[CH:44][CH:43]=[CH:42][CH:41]=1.[O-]P([O-])([O-])=O.[K+].[K+].[K+].C([O-])(O)=O.[Na+], predict the reaction product. The product is: [CH2:1]([O:3][C:4]([C:6]1[N:7]([CH2:26][C:27]2[CH:32]=[CH:31][CH:30]=[C:29]([O:33][C:34]3[CH:39]=[CH:38][CH:37]=[CH:36][CH:35]=3)[CH:28]=2)[C:8]2[C:13]([C:14]=1[C:40]1[CH:45]=[CH:44][CH:43]=[CH:42][CH:41]=1)=[CH:12][CH:11]=[C:10]([C:16]1[CH:21]=[CH:20][C:19]([C:22]([CH3:25])([CH3:24])[CH3:23])=[CH:18][CH:17]=1)[CH:9]=2)=[O:5])[CH3:2].